This data is from Catalyst prediction with 721,799 reactions and 888 catalyst types from USPTO. The task is: Predict which catalyst facilitates the given reaction. (1) Reactant: [NH:1]1[CH2:5][CH2:4][C@@H:3]([NH:6][C:7]2[C:8]3[CH:9]=[CH:10][N:11]=[CH:12][C:13]=3[CH:14]=[CH:15][CH:16]=2)[CH2:2]1.[C:17]([O:25][CH2:26][CH2:27][O:28][C:29]1[CH:34]=[CH:33][CH:32]=[C:31]([CH:35]=O)[CH:30]=1)(=[O:24])[C:18]1[CH:23]=[CH:22][CH:21]=[CH:20][CH:19]=1.C(O[BH-](OC(=O)C)OC(=O)C)(=O)C.[Na+]. Product: [C:17]([O:25][CH2:26][CH2:27][O:28][C:29]1[CH:34]=[CH:33][CH:32]=[C:31]([CH2:35][N:1]2[CH2:5][CH2:4][C@@H:3]([NH:6][C:7]3[CH:16]=[CH:15][CH:14]=[C:13]4[C:8]=3[CH:9]=[CH:10][N:11]=[CH:12]4)[CH2:2]2)[CH:30]=1)(=[O:24])[C:18]1[CH:19]=[CH:20][CH:21]=[CH:22][CH:23]=1. The catalyst class is: 7. (2) Reactant: Cl.[NH2:2][CH2:3][C:4]1[CH:5]=[C:6]2[C:11](=[CH:12][CH:13]=1)[N:10]=[C:9]([CH3:14])[N:8]([CH:15]1[CH2:20][CH2:19][C:18](=[O:21])[NH:17][C:16]1=[O:22])[C:7]2=[O:23].[CH:24]1([C:27](Cl)=[O:28])[CH2:26][CH2:25]1.C(N(CC)C(C)C)(C)C. Product: [O:22]=[C:16]1[CH:15]([N:8]2[C:7](=[O:23])[C:6]3[C:11](=[CH:12][CH:13]=[C:4]([CH2:3][NH:2][C:27]([CH:24]4[CH2:26][CH2:25]4)=[O:28])[CH:5]=3)[N:10]=[C:9]2[CH3:14])[CH2:20][CH2:19][C:18](=[O:21])[NH:17]1. The catalyst class is: 10. (3) Reactant: [CH3:1][NH:2][C:3]([C:5]1[C:15]([CH2:16][CH2:17][C@@H:18](O)[C:19]2[CH:24]=[CH:23][CH:22]=[CH:21][CH:20]=2)=[C:14]([OH:26])[C:8]2[N:9]=[C:10]([CH3:13])[N:11]([CH3:12])[C:7]=2[CH:6]=1)=[O:4].C1(P(C2C=CC=CC=2)C2C=CC=CC=2)C=CC=CC=1.CC(OC(/N=N/C(OC(C)C)=O)=O)C. Product: [CH3:1][NH:2][C:3]([C:5]1[C:15]2[CH2:16][CH2:17][C@@H:18]([C:19]3[CH:20]=[CH:21][CH:22]=[CH:23][CH:24]=3)[O:26][C:14]=2[C:8]2[N:9]=[C:10]([CH3:13])[N:11]([CH3:12])[C:7]=2[CH:6]=1)=[O:4]. The catalyst class is: 7. (4) Reactant: [Cl:1][C:2]1[CH:3]=[C:4]2[CH:10]=[C:9]([C:11]([OH:13])=O)[NH:8][C:5]2=[CH:6][N:7]=1.Cl.[CH2:15]([O:17][C:18](=[O:28])[C@H:19]([CH2:21][C:22]1[CH:27]=[CH:26][CH:25]=[CH:24][CH:23]=1)[NH2:20])[CH3:16].C1C=CC2N(O)N=NC=2C=1.CCN(C(C)C)C(C)C.CCN=C=NCCCN(C)C. Product: [CH2:15]([O:17][C:18](=[O:28])[C@@H:19]([NH:20][C:11]([C:9]1[NH:8][C:5]2=[CH:6][N:7]=[C:2]([Cl:1])[CH:3]=[C:4]2[CH:10]=1)=[O:13])[CH2:21][C:22]1[CH:27]=[CH:26][CH:25]=[CH:24][CH:23]=1)[CH3:16]. The catalyst class is: 3.